This data is from Full USPTO retrosynthesis dataset with 1.9M reactions from patents (1976-2016). The task is: Predict the reactants needed to synthesize the given product. (1) Given the product [CH3:14][O:5][C:4](=[O:6])[C:3]1[CH:7]=[CH:8][CH:9]=[C:10]([I:11])[C:2]=1[NH2:1], predict the reactants needed to synthesize it. The reactants are: [NH2:1][C:2]1[C:10]([I:11])=[CH:9][CH:8]=[CH:7][C:3]=1[C:4]([OH:6])=[O:5].[N+](=[CH2:14])=[N-]. (2) Given the product [NH2:22][CH2:21][CH2:20][CH2:19][N:16]1[CH2:15][CH2:14][CH:13]([NH:12][C:8]2[N:7]=[C:6]([C:5]3[S:1][C:2]4[CH:26]=[CH:25][CH:24]=[CH:23][C:3]=4[CH:4]=3)[CH:11]=[CH:10][N:9]=2)[CH2:18][CH2:17]1, predict the reactants needed to synthesize it. The reactants are: [S:1]1[C:5]([C:6]2[CH:11]=[CH:10][N:9]=[C:8]([NH:12][CH:13]3[CH2:18][CH2:17][N:16]([CH2:19][CH2:20][C:21]#[N:22])[CH2:15][CH2:14]3)[N:7]=2)=[CH:4][C:3]2[CH:23]=[CH:24][CH:25]=[CH:26][C:2]1=2.[H-].[H-].[H-].[H-].[Li+].[Al+3]. (3) Given the product [CH3:20][C:15]1([CH3:21])[C:16]([CH3:19])([CH3:18])[O:17][B:13]([C:2]2[CH:7]=[CH:6][C:5]([C:8]3([OH:12])[CH2:11][O:10][CH2:9]3)=[CH:4][CH:3]=2)[O:14]1, predict the reactants needed to synthesize it. The reactants are: Br[C:2]1[CH:7]=[CH:6][C:5]([C:8]2([OH:12])[CH2:11][O:10][CH2:9]2)=[CH:4][CH:3]=1.[B:13]1([B:13]2[O:17][C:16]([CH3:19])([CH3:18])[C:15]([CH3:21])([CH3:20])[O:14]2)[O:17][C:16]([CH3:19])([CH3:18])[C:15]([CH3:21])([CH3:20])[O:14]1.CC([O-])=O.[K+]. (4) Given the product [OH:24][C:20]1[CH:21]=[CH:22][CH:23]=[C:16]([O:1][CH2:2][C@@H:3]2[CH2:4][CH2:5][C:6](=[O:14])[N:7]2[C:8]2[CH:9]=[CH:10][CH:11]=[CH:12][C:13]=2[O:47][CH3:45])[C:17]=1[CH:18]=[O:19], predict the reactants needed to synthesize it. The reactants are: [OH:1][CH2:2][C@H:3]1[N:7]([C:8]2[CH:13]=[CH:12][CH:11]=[CH:10][CH:9]=2)[C:6](=[O:14])[CH2:5][CH2:4]1.O[C:16]1[CH:23]=[CH:22][CH:21]=[C:20]([OH:24])[C:17]=1[CH:18]=[O:19].C1C=CC(P(C2C=CC=CC=2)C2C=CC=CC=2)=CC=1.C[CH:45]([O:47]C(/N=N/C(OC(C)C)=O)=O)C.